Dataset: Forward reaction prediction with 1.9M reactions from USPTO patents (1976-2016). Task: Predict the product of the given reaction. Given the reactants [OH:1][C:2]1[CH:7]=[CH:6][CH:5]=[CH:4][C:3]=1[C:8]1[CH:13]=[CH:12][C:11]([C:14]([O:16]C)=[O:15])=[CH:10][CH:9]=1.[OH-].[Na+], predict the reaction product. The product is: [OH:1][C:2]1[CH:7]=[CH:6][CH:5]=[CH:4][C:3]=1[C:8]1[CH:13]=[CH:12][C:11]([C:14]([OH:16])=[O:15])=[CH:10][CH:9]=1.